From a dataset of NCI-60 drug combinations with 297,098 pairs across 59 cell lines. Regression. Given two drug SMILES strings and cell line genomic features, predict the synergy score measuring deviation from expected non-interaction effect. (1) Drug 1: C1=NC2=C(N=C(N=C2N1C3C(C(C(O3)CO)O)F)Cl)N. Drug 2: CC1=C(C(=CC=C1)Cl)NC(=O)C2=CN=C(S2)NC3=CC(=NC(=N3)C)N4CCN(CC4)CCO. Cell line: SK-MEL-5. Synergy scores: CSS=0.288, Synergy_ZIP=-0.610, Synergy_Bliss=-1.27, Synergy_Loewe=-2.24, Synergy_HSA=-2.28. (2) Drug 1: CC(C1=C(C=CC(=C1Cl)F)Cl)OC2=C(N=CC(=C2)C3=CN(N=C3)C4CCNCC4)N. Drug 2: C1CN(P(=O)(OC1)NCCCl)CCCl. Cell line: OVCAR3. Synergy scores: CSS=-2.46, Synergy_ZIP=3.01, Synergy_Bliss=0.164, Synergy_Loewe=-2.32, Synergy_HSA=-2.73. (3) Drug 1: CCC1=CC2CC(C3=C(CN(C2)C1)C4=CC=CC=C4N3)(C5=C(C=C6C(=C5)C78CCN9C7C(C=CC9)(C(C(C8N6C)(C(=O)OC)O)OC(=O)C)CC)OC)C(=O)OC.C(C(C(=O)O)O)(C(=O)O)O. Drug 2: COC1=C2C(=CC3=C1OC=C3)C=CC(=O)O2. Cell line: SF-539. Synergy scores: CSS=31.4, Synergy_ZIP=5.90, Synergy_Bliss=8.15, Synergy_Loewe=-37.7, Synergy_HSA=1.27. (4) Drug 1: CC1=CC2C(CCC3(C2CCC3(C(=O)C)OC(=O)C)C)C4(C1=CC(=O)CC4)C. Drug 2: CC1=C(N=C(N=C1N)C(CC(=O)N)NCC(C(=O)N)N)C(=O)NC(C(C2=CN=CN2)OC3C(C(C(C(O3)CO)O)O)OC4C(C(C(C(O4)CO)O)OC(=O)N)O)C(=O)NC(C)C(C(C)C(=O)NC(C(C)O)C(=O)NCCC5=NC(=CS5)C6=NC(=CS6)C(=O)NCCC[S+](C)C)O. Cell line: SR. Synergy scores: CSS=66.1, Synergy_ZIP=3.39, Synergy_Bliss=0.700, Synergy_Loewe=-12.6, Synergy_HSA=0.859. (5) Drug 1: COC1=NC(=NC2=C1N=CN2C3C(C(C(O3)CO)O)O)N. Drug 2: C1CCC(C(C1)N)N.C(=O)(C(=O)[O-])[O-].[Pt+4]. Cell line: SW-620. Synergy scores: CSS=28.5, Synergy_ZIP=-1.74, Synergy_Bliss=-2.89, Synergy_Loewe=-9.44, Synergy_HSA=-1.41.